This data is from Full USPTO retrosynthesis dataset with 1.9M reactions from patents (1976-2016). The task is: Predict the reactants needed to synthesize the given product. (1) Given the product [O:22]1[C:26]2[CH:27]=[CH:28][CH:29]=[CH:30][C:25]=2[CH:24]=[C:23]1[C:2]1[C:3]([CH3:21])=[N:4][CH:5]=[C:6]([C:9]=1[NH:10][C:11]1[C:12]([CH3:20])=[C:13]2[C:17](=[CH:18][CH:19]=1)[NH:16][CH:15]=[CH:14]2)[C:7]#[N:8], predict the reactants needed to synthesize it. The reactants are: I[C:2]1[C:3]([CH3:21])=[N:4][CH:5]=[C:6]([C:9]=1[NH:10][C:11]1[C:12]([CH3:20])=[C:13]2[C:17](=[CH:18][CH:19]=1)[NH:16][CH:15]=[CH:14]2)[C:7]#[N:8].[O:22]1[C:26]2[CH:27]=[CH:28][CH:29]=[CH:30][C:25]=2[CH:24]=[C:23]1B(O)O.COC1C=C(C2C(C)=NC=C(C=2NC2C=CC=C3C=2C=CN3)C#N)C=CC=1OC. (2) The reactants are: [CH3:1][C@@H:2]1[CH2:5][C@H:4]([C:6]2[N:10]3[CH:11]=[CH:12][N:13]=[C:14]([NH2:15])[C:9]3=[C:8]([C:16]3[CH:21]=[CH:20][C:19]([O:22][C:23]4[CH:28]=[CH:27][CH:26]=[CH:25][CH:24]=4)=[CH:18][CH:17]=3)[N:7]=2)[CH2:3]1.NC1C2N(C([C@H]3C[C@H](COS(C4C=CC(C)=CC=4)(=O)=O)C3)=NC=2C2C=CC(OC3C=CC=CC=3)=CC=2)C=CN=1. Given the product [CH3:1][C@H:2]1[CH2:5][C@H:4]([C:6]2[N:10]3[CH:11]=[CH:12][N:13]=[C:14]([NH2:15])[C:9]3=[C:8]([C:16]3[CH:21]=[CH:20][C:19]([O:22][C:23]4[CH:28]=[CH:27][CH:26]=[CH:25][CH:24]=4)=[CH:18][CH:17]=3)[N:7]=2)[CH2:3]1, predict the reactants needed to synthesize it. (3) The reactants are: C[O:2][C:3](=O)[CH2:4][C:5](=O)[CH3:6].[F:9][C:10]([F:26])([F:25])[C:11]1[CH:16]=[CH:15][C:14]([C:17]([F:20])([F:19])[F:18])=[CH:13][C:12]=1[C:21](=O)[CH2:22]Br.[CH:27]1([CH2:30][CH2:31][NH2:32])[CH2:29][CH2:28]1.[CH:33]1([NH2:39])[CH2:38][CH2:37][CH2:36][CH2:35][CH2:34]1. Given the product [CH:33]1([NH:39][C:3]([C:4]2[CH:22]=[C:21]([C:12]3[CH:13]=[C:14]([C:17]([F:20])([F:19])[F:18])[CH:15]=[CH:16][C:11]=3[C:10]([F:26])([F:25])[F:9])[N:32]([CH2:31][CH2:30][CH:27]3[CH2:29][CH2:28]3)[C:5]=2[CH3:6])=[O:2])[CH2:38][CH2:37][CH2:36][CH2:35][CH2:34]1, predict the reactants needed to synthesize it. (4) Given the product [CH3:1][C:2]1[N:6]([CH:7]([CH3:9])[CH3:8])[C:5]([C:10]2[CH:15]=[CH:14][N:13]=[C:12]([NH:16][CH:17]3[CH2:18][CH2:19][CH:20]([NH:23][S:37]([CH2:36][CH2:32][CH2:30][N:26]4[CH2:25][CH2:24][CH2:29][CH2:27]4)(=[O:39])=[O:38])[CH2:21][CH2:22]3)[N:11]=2)=[CH:4][N:3]=1, predict the reactants needed to synthesize it. The reactants are: [CH3:1][C:2]1[N:6]([CH:7]([CH3:9])[CH3:8])[C:5]([C:10]2[CH:15]=[CH:14][N:13]=[C:12]([NH:16][CH:17]3[CH2:22][CH2:21][CH:20]([NH2:23])[CH2:19][CH2:18]3)[N:11]=2)=[CH:4][N:3]=1.[CH3:24][CH2:25][N:26]([CH:30]([CH3:32])C)[CH:27]([CH3:29])C.ClCC[CH2:36][S:37](Cl)(=[O:39])=[O:38].